From a dataset of Full USPTO retrosynthesis dataset with 1.9M reactions from patents (1976-2016). Predict the reactants needed to synthesize the given product. (1) Given the product [CH3:1][O:2][C:3]([C:4]1[CH:9]=[CH:8][CH:7]=[C:6]2[C:5]=1[NH:11][N:25]=[CH:10]2)=[O:12], predict the reactants needed to synthesize it. The reactants are: [CH3:1][O:2][C:3](=[O:12])[C:4]1[CH:9]=[CH:8][CH:7]=[C:6]([CH3:10])[C:5]=1[NH2:11].C(OC(=O)C)(=O)C.C([O-])(=O)C.[K+].[N:25](OCCC(C)C)=O. (2) Given the product [Cl:1][C:2]1[C:7]([Cl:8])=[CH:6][CH:5]=[CH:4][C:3]=1[C:9]1([OH:16])[CH2:14][CH2:13][N:12]([CH2:22][CH2:23][CH2:24][F:25])[CH2:11][CH2:10]1, predict the reactants needed to synthesize it. The reactants are: [Cl:1][C:2]1[C:7]([Cl:8])=[CH:6][CH:5]=[CH:4][C:3]=1[CH:9]1[CH2:14][CH2:13][NH:12][CH2:11][CH2:10]1.C(=O)([O-])[O-:16].[K+].[K+].Br[CH2:22][CH2:23][CH2:24][F:25]. (3) Given the product [CH2:28]([N:30]([CH2:12][C@@H:13]1[O:18][C:17]2[CH:19]=[C:20]([S:24]([CH3:27])(=[O:25])=[O:26])[CH:21]=[C:22]([Cl:23])[C:16]=2[O:15][CH2:14]1)[CH2:31][CH2:32][CH3:33])[CH3:29], predict the reactants needed to synthesize it. The reactants are: CC1C=CC(S(O[CH2:12][C@@H:13]2[O:18][C:17]3[CH:19]=[C:20]([S:24]([CH3:27])(=[O:26])=[O:25])[CH:21]=[C:22]([Cl:23])[C:16]=3[O:15][CH2:14]2)(=O)=O)=CC=1.[CH2:28]([NH:30][CH2:31][CH2:32][CH3:33])[CH3:29]. (4) Given the product [CH:1]1([CH2:5][NH:6][C:7]([C:9]2[C:10]([NH:20][C:21]([C:23]3[C:32]4[C:27](=[CH:28][CH:29]=[CH:30][CH:31]=4)[C:26]([CH2:33][N:34]4[CH:38]=[CH:37][N:36]=[N:35]4)=[CH:25][CH:24]=3)=[O:22])=[CH:11][CH:12]=[C:13]([O:15][CH2:16][C:17](=[O:18])[NH:40][OH:41])[N:14]=2)=[O:8])[CH2:4][CH2:3][CH2:2]1, predict the reactants needed to synthesize it. The reactants are: [CH:1]1([CH2:5][NH:6][C:7]([C:9]2[N:14]=[C:13]([O:15][CH2:16][C:17](O)=[O:18])[CH:12]=[CH:11][C:10]=2[NH:20][C:21]([C:23]2[C:32]3[C:27](=[CH:28][CH:29]=[CH:30][CH:31]=3)[C:26]([CH2:33][N:34]3[CH:38]=[CH:37][N:36]=[N:35]3)=[CH:25][CH:24]=2)=[O:22])=[O:8])[CH2:4][CH2:3][CH2:2]1.Cl.[NH2:40][OH:41]. (5) Given the product [Cl:1][C:2]1[CH:7]=[CH:6][C:5]([C@@H:8]2[O:14][CH2:13][CH2:12][N:11]([C:15]([O:17][C:18]([CH3:20])([CH3:19])[CH3:21])=[O:16])[CH2:10][C@H:9]2[CH2:22][O:23][S:33]([CH3:32])(=[O:35])=[O:34])=[CH:4][C:3]=1[F:24], predict the reactants needed to synthesize it. The reactants are: [Cl:1][C:2]1[CH:7]=[CH:6][C:5]([C@@H:8]2[O:14][CH2:13][CH2:12][N:11]([C:15]([O:17][C:18]([CH3:21])([CH3:20])[CH3:19])=[O:16])[CH2:10][C@H:9]2[CH2:22][OH:23])=[CH:4][C:3]=1[F:24].C(N(CC)CC)C.[CH3:32][S:33](Cl)(=[O:35])=[O:34].